This data is from Forward reaction prediction with 1.9M reactions from USPTO patents (1976-2016). The task is: Predict the product of the given reaction. (1) The product is: [O:1]1[CH:5]=[CH:4][CH:3]=[C:2]1[C:6]1[N:10]([C:11]2[CH:12]=[CH:13][C:14]([NH2:17])=[CH:15][CH:16]=2)[N:9]=[C:8]([C:20]([F:23])([F:21])[F:22])[CH:7]=1. Given the reactants [O:1]1[CH:5]=[CH:4][CH:3]=[C:2]1[C:6]1[N:10]([C:11]2[CH:16]=[CH:15][C:14]([N+:17]([O-])=O)=[CH:13][CH:12]=2)[N:9]=[C:8]([C:20]([F:23])([F:22])[F:21])[CH:7]=1, predict the reaction product. (2) Given the reactants [CH:1]1([C@:4]2([OH:12])[CH2:8][CH2:7][NH:6][C@H:5]2[CH:9]([CH3:11])C)[CH2:3]C1.[F:13][C:14]1[CH:21]=[C:20](F)[CH:19]=[CH:18][C:15]=1[C:16]#[N:17].C(=O)([O-])[O-].[Li+].[Li+], predict the reaction product. The product is: [CH2:9]([C@H:5]1[C@@:4]([CH2:1][CH3:3])([OH:12])[CH2:8][CH2:7][N:6]1[C:20]1[CH:19]=[CH:18][C:15]([C:16]#[N:17])=[C:14]([F:13])[CH:21]=1)[CH3:11]. (3) Given the reactants Cl[CH2:2][CH2:3][CH2:4][O:5][C:6]1[CH:11]=[CH:10][C:9]([C:12]2[S:13][CH:14]=[CH:15][N:16]=2)=[CH:8][CH:7]=1.[I-].[Na+].[CH3:19][CH:20]1[CH2:24][CH2:23][CH2:22][NH:21]1, predict the reaction product. The product is: [CH3:19][CH:20]1[CH2:24][CH2:23][CH2:22][N:21]1[CH2:2][CH2:3][CH2:4][O:5][C:6]1[CH:11]=[CH:10][C:9]([C:12]2[S:13][CH:14]=[CH:15][N:16]=2)=[CH:8][CH:7]=1. (4) The product is: [CH:17]1([C:20]([NH:1][C:2]2[O:6][C:5]([C:7]([O:9][CH3:10])=[O:8])=[CH:4][CH:3]=2)=[O:21])[CH2:19][CH2:18]1. Given the reactants [NH2:1][C:2]1[O:6][C:5]([C:7]([O:9][CH3:10])=[O:8])=[CH:4][CH:3]=1.N1C=CC=CC=1.[CH:17]1([C:20](Cl)=[O:21])[CH2:19][CH2:18]1.C(=O)([O-])O.[Na+], predict the reaction product. (5) Given the reactants [CH:1]([O:4][C:5]1[CH:6]=[C:7]([C:13](=O)[CH3:14])[CH:8]=[CH:9][C:10]=1[O:11][CH3:12])([CH3:3])[CH3:2].Cl.[N+:17]([C:20]1[CH:28]=[CH:27][C:23]([CH2:24][O:25][NH2:26])=[CH:22][CH:21]=1)([O-:19])=[O:18], predict the reaction product. The product is: [N+:17]([C:20]1[CH:21]=[CH:22][C:23]([CH2:24][O:25]/[N:26]=[C:13](/[C:7]2[CH:8]=[CH:9][C:10]([O:11][CH3:12])=[C:5]([O:4][CH:1]([CH3:3])[CH3:2])[CH:6]=2)\[CH3:14])=[CH:27][CH:28]=1)([O-:19])=[O:18]. (6) Given the reactants COC1C=C(C=C(OC)C=1)CC1C2C(=CC=CC=2CCC2C=CC(C(O)=O)=CC=2)CC1.[CH3:32][O:33][C:34]1[CH:35]=[C:36]([CH:59]=[C:60]([O:62][CH3:63])[CH:61]=1)[CH2:37][C:38]1[C:46]2[C:41](=[CH:42][CH:43]=[CH:44][C:45]=2[O:47][CH2:48][C:49]2[CH:58]=[CH:57][C:52]([C:53]([O:55][CH3:56])=[O:54])=[CH:51][CH:50]=2)[CH2:40][CH:39]=1, predict the reaction product. The product is: [CH3:63][O:62][C:60]1[CH:59]=[C:36]([CH:35]=[C:34]([O:33][CH3:32])[CH:61]=1)[CH2:37][CH:38]1[C:46]2[C:41](=[CH:42][CH:43]=[CH:44][C:45]=2[O:47][CH2:48][C:49]2[CH:58]=[CH:57][C:52]([C:53]([O:55][CH3:56])=[O:54])=[CH:51][CH:50]=2)[CH2:40][CH2:39]1. (7) Given the reactants [CH3:1][O:2][C:3]1[C:12]2[C:11]([N:13]3[CH2:18][CH2:17][NH:16][CH2:15][CH2:14]3)=[N:10][C:9]([C:19]3[CH:24]=[CH:23][N:22]=[CH:21][CH:20]=3)=[N:8][C:7]=2[CH:6]=[N:5][CH:4]=1.[CH3:25][CH2:26][N:27](CC)CC.ClCC#N, predict the reaction product. The product is: [CH3:1][O:2][C:3]1[C:12]2[C:11]([N:13]3[CH2:18][CH2:17][N:16]([CH2:25][C:26]#[N:27])[CH2:15][CH2:14]3)=[N:10][C:9]([C:19]3[CH:24]=[CH:23][N:22]=[CH:21][CH:20]=3)=[N:8][C:7]=2[CH:6]=[N:5][CH:4]=1. (8) Given the reactants [C:1]([O:5][C:6]([N:8]([C:20]([O:22][C:23]([CH3:26])([CH3:25])[CH3:24])=[O:21])[C@H:9]([C:17]([OH:19])=[O:18])[CH2:10][CH2:11][CH2:12][C:13](OC)=[O:14])=[O:7])([CH3:4])([CH3:3])[CH3:2].[H-].[CH2:33]([Al+][CH2:33][CH:34]([CH3:36])[CH3:35])[CH:34]([CH3:36])[CH3:35].[CH3:37][CH:38](C[AlH]CC(C)C)[CH3:39], predict the reaction product. The product is: [CH2:36]([O:19][C:17](=[O:18])[C@H:9]([CH2:10][CH2:11][CH2:12][CH:13]=[O:14])[N:8]([C:20]([O:22][C:23]([CH3:24])([CH3:26])[CH3:25])=[O:21])[C:6]([O:5][C:1]([CH3:4])([CH3:2])[CH3:3])=[O:7])[C:34]1[CH:33]=[CH:39][CH:38]=[CH:37][CH:35]=1. (9) The product is: [CH3:1][N:2]1[CH2:7][CH:6]=[C:5]([C:8]2[C:16]3[C:11](=[CH:12][CH:13]=[C:14]([NH:17][C:18]([S:20][CH3:30])=[NH:19])[CH:15]=3)[NH:10][CH:9]=2)[CH2:4][CH2:3]1. Given the reactants [CH3:1][N:2]1[CH2:7][CH:6]=[C:5]([C:8]2[C:16]3[C:11](=[CH:12][CH:13]=[C:14]([NH:17][C:18]([NH:20]C(=O)C4C=CC=CC=4)=[S:19])[CH:15]=3)[NH:10][CH:9]=2)[CH2:4][CH2:3]1.I[CH3:30], predict the reaction product.